Dataset: Forward reaction prediction with 1.9M reactions from USPTO patents (1976-2016). Task: Predict the product of the given reaction. (1) Given the reactants [C:1]1([CH3:13])[CH:6]=[CH:5][C:4]([CH2:7][C:8]([O:10][CH2:11][CH3:12])=[O:9])=[CH:3][CH:2]=1.[CH:14]([N-]C(C)C)(C)C.[Li+].IC, predict the reaction product. The product is: [C:1]1([CH3:13])[CH:2]=[CH:3][C:4]([CH:7]([CH3:14])[C:8]([O:10][CH2:11][CH3:12])=[O:9])=[CH:5][CH:6]=1. (2) Given the reactants [Cl:1][C:2]1[CH:7]=[CH:6][CH:5]=[C:4]([F:8])[C:3]=1[CH2:9][SH:10].C(N(C(C)C)CC)(C)C.CC1(C)C2C(=C(P(C3C=CC=CC=3)C3C=CC=CC=3)C=CC=2)OC2C(P(C3C=CC=CC=3)C3C=CC=CC=3)=CC=CC1=2.Br[C:63]1[N:70]2[C:66]([S:67][CH:68]=[C:69]2[C:71]2[CH:76]=[CH:75][CH:74]=[C:73]([Cl:77])[CH:72]=2)=[N:65][CH:64]=1.N#N, predict the reaction product. The product is: [Cl:1][C:2]1[CH:7]=[CH:6][CH:5]=[C:4]([F:8])[C:3]=1[CH2:9][S:10][C:63]1[N:70]2[C:66]([S:67][CH:68]=[C:69]2[C:71]2[CH:76]=[CH:75][CH:74]=[C:73]([Cl:77])[CH:72]=2)=[N:65][CH:64]=1. (3) Given the reactants Cl.[C:2]([NH2:10])(=[NH:9])[C:3]1[CH:8]=[CH:7][CH:6]=[CH:5][CH:4]=1.[C:11](OCC)(=[O:14])[C:12]#[CH:13].C(=O)([O-])[O-].[K+].[K+], predict the reaction product. The product is: [C:3]1([C:2]2[NH:10][C:11](=[O:14])[CH:12]=[CH:13][N:9]=2)[CH:8]=[CH:7][CH:6]=[CH:5][CH:4]=1.